From a dataset of Forward reaction prediction with 1.9M reactions from USPTO patents (1976-2016). Predict the product of the given reaction. (1) Given the reactants [NH2:1][C:2]1[N:3]=[C:4]([NH:17][CH:18]2[CH2:23][CH2:22][N:21]([S:24]([CH2:27][CH2:28][CH2:29]I)(=[O:26])=[O:25])[CH2:20][CH2:19]2)[S:5][C:6]=1[C:7]([C:9]1[C:14]([F:15])=[CH:13][CH:12]=[CH:11][C:10]=1[F:16])=[O:8].C(N(C(C)C)CC)(C)C.[CH3:40][C@H:41]1[CH2:46][NH:45][CH2:44][C@@H:43]([CH3:47])[NH:42]1.O, predict the reaction product. The product is: [NH2:1][C:2]1[N:3]=[C:4]([NH:17][CH:18]2[CH2:23][CH2:22][N:21]([S:24]([CH2:27][CH2:28][CH2:29][N:45]3[CH2:44][C@H:43]([CH3:47])[NH:42][C@H:41]([CH3:40])[CH2:46]3)(=[O:26])=[O:25])[CH2:20][CH2:19]2)[S:5][C:6]=1[C:7]([C:9]1[C:14]([F:15])=[CH:13][CH:12]=[CH:11][C:10]=1[F:16])=[O:8]. (2) Given the reactants C(OC(=O)[NH:7][C@@H:8]([C:15]1[N:24]2[N:25]=[C:26]([NH2:28])[N:27]=[C:23]2[C:22]2[CH:21]=[CH:20][CH:19]=[CH:18][C:17]=2[N:16]=1)[C:9]1[CH:14]=[CH:13][CH:12]=[CH:11][CH:10]=1)(C)(C)C.FC(F)(F)C(O)=O, predict the reaction product. The product is: [NH2:7][C@H:8]([C:9]1[CH:14]=[CH:13][CH:12]=[CH:11][CH:10]=1)[C:15]1[N:24]2[N:25]=[C:26]([NH2:28])[N:27]=[C:23]2[C:22]2[CH:21]=[CH:20][CH:19]=[CH:18][C:17]=2[N:16]=1.